This data is from Forward reaction prediction with 1.9M reactions from USPTO patents (1976-2016). The task is: Predict the product of the given reaction. (1) Given the reactants C[Si]([N-][Si](C)(C)C)(C)C.[K+].[P:11]([O-:18])([O:15][CH2:16][CH3:17])[O:12][CH2:13][CH3:14].[CH2:19]([O:26][C:27]([NH:29][CH2:30][CH2:31][CH:32]=[O:33])=[O:28])[C:20]1[CH:25]=[CH:24][CH:23]=[CH:22][CH:21]=1, predict the reaction product. The product is: [CH2:19]([O:26][C:27]([NH:29][CH2:30][CH2:31][CH:32]([P:11](=[O:18])([O:15][CH2:16][CH3:17])[O:12][CH2:13][CH3:14])[OH:33])=[O:28])[C:20]1[CH:25]=[CH:24][CH:23]=[CH:22][CH:21]=1. (2) Given the reactants [C:1]([O:5][CH3:6])(=[O:4])[C:2]#[CH:3].[N:7]([CH2:10][C:11]1[CH:16]=[CH:15][CH:14]=[C:13]([Br:17])[N:12]=1)=[N+:8]=[N-:9].O=C1O[C@H]([C@H](CO)O)C([O-])=C1O.[Na+], predict the reaction product. The product is: [Br:17][C:13]1[N:12]=[C:11]([CH2:10][N:7]2[CH:3]=[C:2]([C:1]([O:5][CH3:6])=[O:4])[N:9]=[N:8]2)[CH:16]=[CH:15][CH:14]=1. (3) Given the reactants C(Cl)(=O)C(Cl)=O.[F:7][C:8]1[CH:9]=[C:10]([CH:17]=[C:18]([F:20])[CH:19]=1)[O:11][CH2:12][CH2:13][C:14]([OH:16])=O.[Cl-].[Cl-].[Cl-].[Al+3].Cl, predict the reaction product. The product is: [F:20][C:18]1[CH:19]=[C:8]([F:7])[CH:9]=[C:10]2[C:17]=1[C:14](=[O:16])[CH2:13][CH2:12][O:11]2. (4) The product is: [O:32]1[CH2:31][CH2:30][N:29]([C:25]2[N:24]=[C:23]([C:10]3[C:9]4[C:13](=[CH:14][CH:15]=[C:7]([C:5]5[S:6][C:2]([NH2:1])=[N:3][N:4]=5)[CH:8]=4)[NH:12][CH:11]=3)[CH:28]=[CH:27][CH:26]=2)[CH2:34][CH2:33]1. Given the reactants [NH2:1][C:2]1[S:6][C:5]([C:7]2[CH:8]=[C:9]3[C:13](=[CH:14][CH:15]=2)[N:12](C(OC(C)(C)C)=O)[CH:11]=[C:10]3[C:23]2[CH:28]=[CH:27][CH:26]=[C:25]([N:29]3[CH2:34][CH2:33][O:32][CH2:31][CH2:30]3)[N:24]=2)=[N:4][N:3]=1, predict the reaction product. (5) Given the reactants B(Br)(Br)Br.C[O:6][C:7]1[CH:8]=[C:9]([C:15]2([CH2:20][CH2:21][CH2:22][CH2:23][CH2:24][CH3:25])[S:19][CH2:18][CH2:17][S:16]2)[CH:10]=[C:11]([O:13]C)[CH:12]=1, predict the reaction product. The product is: [CH2:20]([C:15]1([C:9]2[CH:10]=[C:11]([OH:13])[CH:12]=[C:7]([OH:6])[CH:8]=2)[S:16][CH2:17][CH2:18][S:19]1)[CH2:21][CH2:22][CH2:23][CH2:24][CH3:25]. (6) Given the reactants [OH-:1].[Na+].C[O:4][C:5](=[O:36])/[C:6](/[NH:15][C:16](=[O:35])[C:17]1[CH:22]=[CH:21][C:20]([CH2:23]/[CH:24]=[C:25](/O)\[C:26]2[CH:31]=[CH:30][CH:29]=[C:28]([OH:32])[CH:27]=2)=[CH:19][C:18]=1[Cl:34])=[CH:7]/[C:8]1[S:12][C:11]([CH3:13])=[N:10][C:9]=1[CH3:14].Cl, predict the reaction product. The product is: [Cl:34][C:18]1[CH:19]=[C:20]([CH:23]([OH:1])/[CH:24]=[CH:25]/[C:26]2[CH:31]=[CH:30][CH:29]=[C:28]([OH:32])[CH:27]=2)[CH:21]=[CH:22][C:17]=1[C:16]([NH:15]/[C:6](=[CH:7]\[C:8]1[S:12][C:11]([CH3:13])=[N:10][C:9]=1[CH3:14])/[C:5]([OH:4])=[O:36])=[O:35]. (7) Given the reactants [OH-].[Na+].[Cl:3][C:4]1[CH:5]=[C:6]([C:25]2[CH:26]=[CH:27][C:28]([C:31]([NH:33][CH2:34][CH2:35][C:36]([O:38]CC)=[O:37])=[O:32])=[N:29][CH:30]=2)[CH:7]=[C:8]([CH2:10][NH:11][C:12]2[CH:17]=[CH:16][C:15]([C:18]3[CH:23]=[CH:22][C:21]([F:24])=[CH:20][CH:19]=3)=[CH:14][CH:13]=2)[CH:9]=1.Cl, predict the reaction product. The product is: [Cl:3][C:4]1[CH:5]=[C:6]([C:25]2[CH:26]=[CH:27][C:28]([C:31]([NH:33][CH2:34][CH2:35][C:36]([OH:38])=[O:37])=[O:32])=[N:29][CH:30]=2)[CH:7]=[C:8]([CH2:10][NH:11][C:12]2[CH:17]=[CH:16][C:15]([C:18]3[CH:19]=[CH:20][C:21]([F:24])=[CH:22][CH:23]=3)=[CH:14][CH:13]=2)[CH:9]=1. (8) Given the reactants [NH:1]1[C:9]2[C:4](=[CH:5][CH:6]=[CH:7][CH:8]=2)[CH:3]=[C:2]1[C:10]([O:12][CH2:13][CH3:14])=[O:11].[H-].[Na+].[Cl:17][C:18]1[CH:25]=[CH:24][C:21]([CH2:22]Cl)=[CH:20][CH:19]=1, predict the reaction product. The product is: [Cl:17][C:18]1[CH:25]=[CH:24][C:21]([CH2:22][N:1]2[C:9]3[C:4](=[CH:5][CH:6]=[CH:7][CH:8]=3)[CH:3]=[C:2]2[C:10]([O:12][CH2:13][CH3:14])=[O:11])=[CH:20][CH:19]=1. (9) Given the reactants C1(C)C=CC(S([O-])(=O)=O)=CC=1.[CH3:12][C@H:13]1[C@H:16]([NH3+:17])[C:15](=[O:18])[NH:14]1.CCN(CC)CC.[C:26](Cl)(=[O:35])[CH2:27][CH2:28][CH2:29][CH2:30][CH2:31][CH2:32][CH2:33][CH3:34], predict the reaction product. The product is: [CH3:12][C@H:13]1[C@H:16]([NH:17][C:26](=[O:35])[CH2:27][CH2:28][CH2:29][CH2:30][CH2:31][CH2:32][CH2:33][CH3:34])[C:15](=[O:18])[NH:14]1.